This data is from Full USPTO retrosynthesis dataset with 1.9M reactions from patents (1976-2016). The task is: Predict the reactants needed to synthesize the given product. (1) Given the product [CH2:14]([C:24]1[CH:28]=[CH:3][C:2]([CH:1]=[S:5])=[CH:26][CH:25]=1)[CH2:15][CH2:16][CH3:17], predict the reactants needed to synthesize it. The reactants are: [CH2:1]([S:5]C1C=CC(Br)=CC=1)[CH2:2][CH2:3]C.[Li][CH2:14][CH2:15][CH2:16][CH3:17].CN(C=O)C.O.[CH2:24]1[CH2:28]O[CH2:26][CH2:25]1. (2) Given the product [CH3:12][C:2]([O:13][Si:15]([CH3:17])([CH3:16])[CH3:14])([CH3:1])[CH2:3][N:4]1[CH:8]=[C:7]([N+:9]([O-:11])=[O:10])[CH:6]=[N:5]1, predict the reactants needed to synthesize it. The reactants are: [CH3:1][C:2]([OH:13])([CH3:12])[CH2:3][N:4]1[CH:8]=[C:7]([N+:9]([O-:11])=[O:10])[CH:6]=[N:5]1.[CH3:14][Si:15](Cl)([CH3:17])[CH3:16].N1C=CN=C1. (3) Given the product [C:54]([O:53][C:51]([N:58]1[CH2:62][CH2:61][C@@H:60]([NH:63][C:16]2[C:17]3[CH:23]=[CH:22][N:21]=[CH:20][C:18]=3[N:19]=[C:14]([N:10]3[CH2:11][CH2:12][O:13][CH:8]([CH2:1][C:2]4[CH:7]=[CH:6][CH:5]=[CH:4][CH:3]=4)[CH2:9]3)[N:15]=2)[CH2:59]1)=[O:52])([CH3:57])([CH3:55])[CH3:56], predict the reactants needed to synthesize it. The reactants are: [CH2:1]([CH:8]1[O:13][CH2:12][CH2:11][N:10]([C:14]2[N:15]=[C:16](O)[C:17]3[CH:23]=[CH:22][N:21]=[CH:20][C:18]=3[N:19]=2)[CH2:9]1)[C:2]1[CH:7]=[CH:6][CH:5]=[CH:4][CH:3]=1.CCN(CC)CC.C(C1C=C(C(C)C)C=C(C(C)C)C=1S(Cl)(=O)=O)(C)C.[C:51]([N:58]1[CH2:62][CH2:61][C@@H:60]([NH2:63])[CH2:59]1)([O:53][C:54]([CH3:57])([CH3:56])[CH3:55])=[O:52].